From a dataset of Forward reaction prediction with 1.9M reactions from USPTO patents (1976-2016). Predict the product of the given reaction. The product is: [Br:1][C:2]1[CH:7]=[CH:6][C:5]([N:8]2[C:12]3=[C:13]([Cl:20])[C:14]4[N:15]([CH:17]=[CH:18][N:19]=4)[CH:16]=[C:11]3[N:10]([S:36]([CH:33]3[CH2:35][CH2:34]3)(=[O:38])=[O:37])[C:9]2=[O:21])=[C:4]([Cl:22])[CH:3]=1. Given the reactants [Br:1][C:2]1[CH:7]=[CH:6][C:5]([N:8]2[C:12]3=[C:13]([Cl:20])[C:14]4[N:15]([CH:17]=[CH:18][N:19]=4)[CH:16]=[C:11]3[NH:10][C:9]2=[O:21])=[C:4]([Cl:22])[CH:3]=1.[Li+].C[Si]([N-][Si](C)(C)C)(C)C.[CH:33]1([S:36](N)(=[O:38])=[O:37])[CH2:35][CH2:34]1, predict the reaction product.